Dataset: Catalyst prediction with 721,799 reactions and 888 catalyst types from USPTO. Task: Predict which catalyst facilitates the given reaction. (1) Reactant: [C:1]([C:5]1[CH:10]=[CH:9][C:8]([C:11]2[N:12]([C:30](Cl)=[O:31])[C@H:13]([C:23]3[CH:28]=[CH:27][C:26]([Cl:29])=[CH:25][CH:24]=3)[C@H:14]([C:16]3[CH:21]=[CH:20][C:19]([Cl:22])=[CH:18][CH:17]=3)[N:15]=2)=[C:7]([O:33][CH2:34][CH3:35])[CH:6]=1)([CH3:4])([CH3:3])[CH3:2].C(N(CC)CC)C.[N:43]1([C:49](=[O:57])[CH2:50][N:51]2[CH2:56][CH2:55][NH:54][CH2:53][CH2:52]2)[CH2:48][CH2:47][O:46][CH2:45][CH2:44]1. Product: [C:1]([C:5]1[CH:10]=[CH:9][C:8]([C:11]2[N:12]([C:30]([N:54]3[CH2:53][CH2:52][N:51]([CH2:50][C:49]([N:43]4[CH2:44][CH2:45][O:46][CH2:47][CH2:48]4)=[O:57])[CH2:56][CH2:55]3)=[O:31])[C@H:13]([C:23]3[CH:24]=[CH:25][C:26]([Cl:29])=[CH:27][CH:28]=3)[C@H:14]([C:16]3[CH:17]=[CH:18][C:19]([Cl:22])=[CH:20][CH:21]=3)[N:15]=2)=[C:7]([O:33][CH2:34][CH3:35])[CH:6]=1)([CH3:4])([CH3:2])[CH3:3]. The catalyst class is: 2. (2) Reactant: [F:1][C:2]1[C:30]([NH:31][S:32]([CH2:35][CH2:36][CH3:37])(=[O:34])=[O:33])=[CH:29][CH:28]=[C:27]([F:38])[C:3]=1[C:4]([NH:6][C:7]1[CH:8]=[C:9]2[C:15]([CH:16]=[CH2:17])=[CH:14][N:13](S(C3C=CC=CC=3)(=O)=O)[C:10]2=[N:11][CH:12]=1)=[O:5].O.C([O-])([O-])=O.[K+].[K+]. Product: [CH2:16]([C:15]1[C:9]2[C:10](=[N:11][CH:12]=[C:7]([NH:6][C:4](=[O:5])[C:3]3[C:27]([F:38])=[CH:28][CH:29]=[C:30]([NH:31][S:32]([CH2:35][CH2:36][CH3:37])(=[O:34])=[O:33])[C:2]=3[F:1])[CH:8]=2)[NH:13][CH:14]=1)[CH3:17]. The catalyst class is: 19. (3) Product: [CH3:25][C:21]1[CH:22]=[C:23]([CH3:24])[N:19]([CH2:18][C:15]2[CH:16]=[CH:17][C:12]([CH2:11][N:9]3[CH:10]=[C:3]4[C:4]([N:5]=[CH:6][N:7]=[C:2]4[NH2:26])=[N:8]3)=[CH:13][CH:14]=2)[N:20]=1. Reactant: Cl[C:2]1[C:3]2[C:4](=[N:8][N:9]([CH2:11][C:12]3[CH:17]=[CH:16][C:15]([CH2:18][N:19]4[C:23]([CH3:24])=[CH:22][C:21]([CH3:25])=[N:20]4)=[CH:14][CH:13]=3)[CH:10]=2)[N:5]=[CH:6][N:7]=1.[NH3:26]. The catalyst class is: 12. (4) Reactant: [NH2:1][C@@H:2]([CH2:7][CH2:8][N:9]=[N+:10]=[N-:11])[C:3]([O:5][CH3:6])=[O:4].C(O)(C(F)(F)F)=O.[C:19](O)(=[O:35])[CH2:20][CH2:21][CH2:22][CH2:23][CH2:24][CH2:25][CH2:26][CH2:27][CH2:28][CH2:29][CH2:30][CH2:31][CH2:32][CH2:33][CH3:34].CCN(C(C)C)C(C)C.CN(C(ON1N=NC2C=CC=CC1=2)=[N+](C)C)C.F[P-](F)(F)(F)(F)F. Product: [N:9]([CH2:8][CH2:7][C@H:2]([NH:1][C:19](=[O:35])[CH2:20][CH2:21][CH2:22][CH2:23][CH2:24][CH2:25][CH2:26][CH2:27][CH2:28][CH2:29][CH2:30][CH2:31][CH2:32][CH2:33][CH3:34])[C:3]([O:5][CH3:6])=[O:4])=[N+:10]=[N-:11]. The catalyst class is: 1. (5) Reactant: [N:1]1[CH:6]=[CH:5][C:4]([C:7]2[S:8][C:9]([C:15]3[CH:20]=[CH:19][N:18]=[CH:17][CH:16]=3)=[C:10]([CH3:14])[C:11]=2[CH:12]=[O:13])=[CH:3][CH:2]=1.[BH4-].[Na+].P([O-])([O-])([O-])=O. Product: [OH:13][CH2:12][C:11]1[C:10]([CH3:14])=[C:9]([C:15]2[CH:20]=[CH:19][N:18]=[CH:17][CH:16]=2)[S:8][C:7]=1[C:4]1[CH:5]=[CH:6][N:1]=[CH:2][CH:3]=1. The catalyst class is: 5.